Dataset: Forward reaction prediction with 1.9M reactions from USPTO patents (1976-2016). Task: Predict the product of the given reaction. (1) Given the reactants [F:1][CH:2]([F:34])[O:3][C:4]1[CH:13]=[C:12]([O:14][CH:15]([C:18]2[S:22][C:21]([C:23]3[CH:28]=[CH:27][C:26]([C:29]([F:32])([F:31])[F:30])=[CH:25][CH:24]=3)=[N:20][C:19]=2[CH3:33])[CH2:16][CH3:17])[CH:11]=[CH:10][C:5]=1[C:6]([NH:8][OH:9])=[NH:7].C(N(CC)C(C)C)(C)C.Cl[C:45](OC1C=CC=CC=1)=[O:46].O, predict the reaction product. The product is: [F:34][CH:2]([F:1])[O:3][C:4]1[CH:13]=[C:12]([O:14][CH:15]([C:18]2[S:22][C:21]([C:23]3[CH:28]=[CH:27][C:26]([C:29]([F:32])([F:31])[F:30])=[CH:25][CH:24]=3)=[N:20][C:19]=2[CH3:33])[CH2:16][CH3:17])[CH:11]=[CH:10][C:5]=1[C:6]1[NH:7][C:45](=[O:46])[O:9][N:8]=1. (2) Given the reactants [NH2:1][C:2]1[CH:7]=[CH:6][C:5]([CH2:8][C:9]#[N:10])=[CH:4][CH:3]=1.[Cl:11][C:12]1[CH:13]=[C:14]([C:18]2[N:19]=[C:20](OS(C(F)(F)F)(=O)=O)[C:21]3[S:27][CH2:26][CH2:25][CH2:24][C:22]=3[N:23]=2)[CH:15]=[CH:16][CH:17]=1.CN(C=O)C, predict the reaction product. The product is: [Cl:11][C:12]1[CH:13]=[C:14]([C:18]2[N:19]=[C:20]([NH:1][C:2]3[CH:7]=[CH:6][C:5]([CH2:8][C:9]#[N:10])=[CH:4][CH:3]=3)[C:21]3[S:27][CH2:26][CH2:25][CH2:24][C:22]=3[N:23]=2)[CH:15]=[CH:16][CH:17]=1.